Dataset: Catalyst prediction with 721,799 reactions and 888 catalyst types from USPTO. Task: Predict which catalyst facilitates the given reaction. (1) Reactant: [C:1](Cl)(=[O:5])[C:2](Cl)=[O:3].ClCCl.[Cl:10][C:11]1[CH:16]=[CH:15][C:14]([C@H:17]2[NH:22][C@@H:21]([C@@H:23]([OH:25])[CH3:24])[CH2:20][O:19][CH2:18]2)=[CH:13][CH:12]=1.N1C=CC=CC=1. Product: [Cl:10][C:11]1[CH:12]=[CH:13][C:14]([C@@H:17]2[CH2:18][O:19][CH2:20][C@@H:21]3[C@H:23]([CH3:24])[O:25][C:1](=[O:5])[C:2](=[O:3])[N:22]23)=[CH:15][CH:16]=1. The catalyst class is: 6. (2) Reactant: [Cl:1][C:2]1[CH:3]=[C:4]([CH:8]=[C:9]([Cl:12])[C:10]=1[OH:11])[C:5](O)=[O:6].CO.O. Product: [Cl:1][C:2]1[CH:3]=[C:4]([CH2:5][OH:6])[CH:8]=[C:9]([Cl:12])[C:10]=1[OH:11]. The catalyst class is: 1. (3) Reactant: Cl.C([O:4][C:5](=[O:8])[CH2:6][NH2:7])C.Cl.C(N=C=NCCCN(C)C)C.ON1C2N=CC=CC=2N=N1.N1C(C)=CC=CC=1C.[Br:39][C:40]1[N:41]([C:50]2[C:59]3[C:54](=[CH:55][CH:56]=[CH:57][CH:58]=3)[C:53]([CH:60]3[CH2:62][CH2:61]3)=[CH:52][CH:51]=2)[C:42]([S:45][CH2:46][C:47](O)=[O:48])=[N:43][N:44]=1. Product: [Br:39][C:40]1[N:41]([C:50]2[C:59]3[C:54](=[CH:55][CH:56]=[CH:57][CH:58]=3)[C:53]([CH:60]3[CH2:62][CH2:61]3)=[CH:52][CH:51]=2)[C:42]([S:45][CH2:46][C:47]([NH:7][CH2:6][C:5]([OH:4])=[O:8])=[O:48])=[N:43][N:44]=1. The catalyst class is: 4.